Dataset: Forward reaction prediction with 1.9M reactions from USPTO patents (1976-2016). Task: Predict the product of the given reaction. (1) Given the reactants [N+:1]([C:4]1[CH:5]=[C:6]([CH:13]=[CH:14][CH:15]=1)[CH2:7][N:8]1[CH2:12][CH2:11][CH2:10][CH2:9]1)([O-])=O.[H][H], predict the reaction product. The product is: [N:8]1([CH2:7][C:6]2[CH:5]=[C:4]([CH:15]=[CH:14][CH:13]=2)[NH2:1])[CH2:12][CH2:11][CH2:10][CH2:9]1. (2) Given the reactants [F:1][C:2]1[CH:29]=[C:28]([F:30])[CH:27]=[CH:26][C:3]=1[CH2:4][O:5][C:6]1[N:7]=[C:8]([S:24][CH3:25])[N:9]([C:13]2[CH:14]=[C:15]([CH:20]=[CH:21][C:22]=2[CH3:23])[C:16]([O:18]C)=[O:17])[C:10](=[O:12])[CH:11]=1.O1CCOCC1.C(O)(=O)CC(CC(O)=O)(C(O)=O)O, predict the reaction product. The product is: [F:1][C:2]1[CH:29]=[C:28]([F:30])[CH:27]=[CH:26][C:3]=1[CH2:4][O:5][C:6]1[N:7]=[C:8]([S:24][CH3:25])[N:9]([C:13]2[CH:14]=[C:15]([CH:20]=[CH:21][C:22]=2[CH3:23])[C:16]([OH:18])=[O:17])[C:10](=[O:12])[CH:11]=1. (3) Given the reactants [O:1]1CCCO[CH:2]1[C:7]1[CH:8]=[CH:9][C:10]([C:13]2[S:21][C:20]3[C:15](=[N:16][CH:17]=[CH:18][C:19]=3[O:22][C:23]3[CH:28]=[CH:27][C:26]([NH:29][C:30]([NH:32][CH:33]4[CH2:35][CH2:34]4)=[O:31])=[CH:25][C:24]=3[F:36])[CH:14]=2)=[N:11][CH:12]=1, predict the reaction product. The product is: [CH:33]1([NH:32][C:30]([NH:29][C:26]2[CH:27]=[CH:28][C:23]([O:22][C:19]3[CH:18]=[CH:17][N:16]=[C:15]4[CH:14]=[C:13]([C:10]5[CH:9]=[CH:8][C:7]([CH:2]=[O:1])=[CH:12][N:11]=5)[S:21][C:20]=34)=[C:24]([F:36])[CH:25]=2)=[O:31])[CH2:34][CH2:35]1. (4) Given the reactants O[CH2:2][C:3]1[N:8]=[C:7]([CH:9]=[O:10])[CH:6]=[CH:5][CH:4]=1.[CH3:11][CH2:12][O:13][C:14]([CH:16](P(OCC)(OCC)=O)[CH3:17])=[O:15].C[O-].[Na+], predict the reaction product. The product is: [OH:10][CH2:9][C:7]1[N:8]=[C:3](/[CH:2]=[C:16](\[CH3:17])/[C:14]([O:13][CH2:12][CH3:11])=[O:15])[CH:4]=[CH:5][CH:6]=1.